This data is from NCI-60 drug combinations with 297,098 pairs across 59 cell lines. The task is: Regression. Given two drug SMILES strings and cell line genomic features, predict the synergy score measuring deviation from expected non-interaction effect. Drug 1: C1=NC2=C(N1)C(=S)N=C(N2)N. Drug 2: CC(C)NC(=O)C1=CC=C(C=C1)CNNC.Cl. Cell line: CCRF-CEM. Synergy scores: CSS=55.0, Synergy_ZIP=5.86, Synergy_Bliss=9.27, Synergy_Loewe=-8.62, Synergy_HSA=6.25.